This data is from CYP2C9 inhibition data for predicting drug metabolism from PubChem BioAssay. The task is: Regression/Classification. Given a drug SMILES string, predict its absorption, distribution, metabolism, or excretion properties. Task type varies by dataset: regression for continuous measurements (e.g., permeability, clearance, half-life) or binary classification for categorical outcomes (e.g., BBB penetration, CYP inhibition). Dataset: cyp2c9_veith. (1) The compound is Cc1cc(NC(=O)C2=C(O)c3ccccc3S(=O)(=O)N2C)no1. The result is 0 (non-inhibitor). (2) The molecule is CCn1c(-c2ccccc2Cl)nn(CC(=O)Nc2ccc(OC)cc2)c1=S. The result is 1 (inhibitor). (3) The result is 0 (non-inhibitor). The compound is C/C(=N\O)c1ccc2[nH]ccc2c1. (4) The compound is O=C(COc1ccccc1Cl)Nc1cc(Cl)ccc1Oc1ccccc1. The result is 1 (inhibitor).